From a dataset of Forward reaction prediction with 1.9M reactions from USPTO patents (1976-2016). Predict the product of the given reaction. (1) Given the reactants [CH3:1][C:2]1[C:11]2[C:6](=[CH:7][C:8]([NH:12][C:13](=[O:16])[O:14][CH3:15])=[CH:9][CH:10]=2)[CH2:5][CH2:4][N:3]=1.[CH3:17]I.[BH4-].[Na+], predict the reaction product. The product is: [CH3:1][CH:2]1[C:11]2[C:6](=[CH:7][C:8]([NH:12][C:13](=[O:16])[O:14][CH3:15])=[CH:9][CH:10]=2)[CH2:5][CH2:4][N:3]1[CH3:17]. (2) Given the reactants [Cl:1][CH2:2][C:3]1[CH:8]=[CH:7][C:6]([CH2:9][OH:10])=[CH:5][CH:4]=1, predict the reaction product. The product is: [Cl:1][CH2:2][C:3]1[CH:8]=[CH:7][C:6]([CH:9]=[O:10])=[CH:5][CH:4]=1. (3) Given the reactants [Si:1]([O:8][CH2:9][CH2:10][C:11]#[N:12])([C:4]([CH3:7])([CH3:6])[CH3:5])([CH3:3])[CH3:2].[CH2:13]([Mg]Br)[CH3:14].B(F)(F)F.CCOCC, predict the reaction product. The product is: [Si:1]([O:8][CH2:9][CH2:10][C:11]1([NH2:12])[CH2:14][CH2:13]1)([C:4]([CH3:7])([CH3:6])[CH3:5])([CH3:3])[CH3:2]. (4) Given the reactants Cl[C:2]1[C:11]([C:12]([OH:14])=[O:13])=[CH:10][C:9]2[C:4](=[CH:5][CH:6]=[C:7]([Cl:15])[CH:8]=2)[N:3]=1.[NH2:16][C@@H:17]([CH2:21][C:22]1[CH:27]=[CH:26][C:25]([O:28][C:29]2[CH:34]=[CH:33][C:32]([Br:35])=[CH:31][N:30]=2)=[CH:24][CH:23]=1)[C:18]([OH:20])=[O:19], predict the reaction product. The product is: [Br:35][C:32]1[CH:33]=[CH:34][C:29]([O:28][C:25]2[CH:24]=[CH:23][C:22]([CH2:21][C@H:17]([NH:16][C:2]3[C:11]([C:12]([OH:14])=[O:13])=[CH:10][C:9]4[C:4](=[CH:5][CH:6]=[C:7]([Cl:15])[CH:8]=4)[N:3]=3)[C:18]([OH:20])=[O:19])=[CH:27][CH:26]=2)=[N:30][CH:31]=1.